From a dataset of Forward reaction prediction with 1.9M reactions from USPTO patents (1976-2016). Predict the product of the given reaction. (1) Given the reactants S([O-])([O-])(=O)=O.[Na+].[Na+].[NH2:8][C:9]1[CH:17]=[CH:16][C:12]2[N:13]=[CH:14][S:15][C:11]=2[CH:10]=1.[O:18]=[CH:19][C:20](Cl)(Cl)Cl.Cl.[NH2:25][OH:26], predict the reaction product. The product is: [S:15]1[C:11]2[CH:10]=[C:9]([NH:8][C:19](=[O:18])[CH:20]=[N:25][OH:26])[CH:17]=[CH:16][C:12]=2[N:13]=[CH:14]1. (2) The product is: [CH3:1][C:2]1[CH:7]=[CH:6][C:5]([S:8]([O:11][CH2:12][CH:13]2[CH2:17][C:16]3[C:18]([F:24])=[C:19]([F:23])[CH:20]=[C:21]([C:27]4[CH:28]=[CH:29][CH:30]=[CH:31][C:26]=4[CH3:25])[C:15]=3[O:14]2)(=[O:10])=[O:9])=[CH:4][CH:3]=1. Given the reactants [CH3:1][C:2]1[CH:7]=[CH:6][C:5]([S:8]([O:11][CH2:12][CH:13]2[CH2:17][C:16]3[C:18]([F:24])=[C:19]([F:23])[CH:20]=[C:21](Br)[C:15]=3[O:14]2)(=[O:10])=[O:9])=[CH:4][CH:3]=1.[CH3:25][C:26]1[CH:31]=[CH:30][CH:29]=[CH:28][C:27]=1B(O)O.C(=O)([O-])[O-].[K+].[K+], predict the reaction product. (3) Given the reactants S(=O)(=O)(O)O.[Cl:6][C:7]1[CH:8]=[C:9]([OH:16])[C:10](=[CH:14][CH:15]=1)[C:11]([OH:13])=[O:12].[CH3:17]O, predict the reaction product. The product is: [Cl:6][C:7]1[CH:8]=[C:9]([OH:16])[C:10](=[CH:14][CH:15]=1)[C:11]([O:13][CH3:17])=[O:12]. (4) Given the reactants N1(S(N[C:9](=O)[C:10]2[CH:15]=C(Cl)C(OCC34CC5CC(CC(CO)(C5)C3)C4)=CC=2F)(=O)=O)CCC1.[C@@H:33]12[CH2:39][C@@H:36]([CH2:37][CH2:38]1)[CH2:35][C@@H:34]2[O:40][C:41]1[C:53](Cl)=[CH:52][C:44]([C:45]([O:47][C:48]([CH3:51])([CH3:50])[CH3:49])=[O:46])=[C:43]([F:55])[CH:42]=1, predict the reaction product. The product is: [C@@H:33]12[CH2:39][C@@H:36]([CH2:37][CH2:38]1)[CH2:35][C@@H:34]2[O:40][C:41]1[C:53]([CH:15]2[CH2:10][CH2:9]2)=[CH:52][C:44]([C:45]([O:47][C:48]([CH3:51])([CH3:50])[CH3:49])=[O:46])=[C:43]([F:55])[CH:42]=1. (5) Given the reactants [N:1]([CH:4]1[CH2:9][CH2:8][N:7]([C:10]([O:12][C:13]([CH3:16])([CH3:15])[CH3:14])=[O:11])[CH2:6][CH:5]1[OH:17])=[N+]=[N-], predict the reaction product. The product is: [NH2:1][CH:4]1[CH2:9][CH2:8][N:7]([C:10]([O:12][C:13]([CH3:15])([CH3:14])[CH3:16])=[O:11])[CH2:6][CH:5]1[OH:17]. (6) Given the reactants [NH2:1][CH2:2][CH:3]([OH:20])[CH2:4][N:5]1[C:11]2[CH:12]=[CH:13][CH:14]=[CH:15][C:10]=2[CH2:9][CH2:8][C:7]2[CH:16]=[CH:17][CH:18]=[CH:19][C:6]1=2.C(N(CC)CC)C.[F:28][C:29]([F:42])([F:41])[O:30][C:31]1[CH:36]=[CH:35][C:34]([S:37](Cl)(=[O:39])=[O:38])=[CH:33][CH:32]=1.[Na+].[Cl-], predict the reaction product. The product is: [F:42][C:29]([F:28])([F:41])[O:30][C:31]1[CH:36]=[CH:35][C:34]([S:37]([NH:1][CH2:2][CH:3]([OH:20])[CH2:4][N:5]2[C:6]3[CH:19]=[CH:18][CH:17]=[CH:16][C:7]=3[CH2:8][CH2:9][C:10]3[CH:15]=[CH:14][CH:13]=[CH:12][C:11]2=3)(=[O:39])=[O:38])=[CH:33][CH:32]=1.